This data is from CYP2D6 inhibition data for predicting drug metabolism from PubChem BioAssay. The task is: Regression/Classification. Given a drug SMILES string, predict its absorption, distribution, metabolism, or excretion properties. Task type varies by dataset: regression for continuous measurements (e.g., permeability, clearance, half-life) or binary classification for categorical outcomes (e.g., BBB penetration, CYP inhibition). Dataset: cyp2d6_veith. (1) The molecule is O=C1OC2CC3CC1CC(O)(C3)C2. The result is 0 (non-inhibitor). (2) The molecule is Cc1cc(=O)[nH]c(-n2[nH]c(C)cc2=O)n1. The result is 0 (non-inhibitor). (3) The molecule is CC1=C(C(=O)Nc2cccnc2)C(c2cccnc2)n2nc(-c3cccs3)nc2N1. The result is 0 (non-inhibitor).